From a dataset of Full USPTO retrosynthesis dataset with 1.9M reactions from patents (1976-2016). Predict the reactants needed to synthesize the given product. (1) Given the product [Cl:1][C:2]1[C:9]([CH2:10][OH:11])=[C:8]([N:19]2[CH2:20][CH2:21][C@H:17]([C:14]([OH:13])([CH3:16])[CH3:15])[C@@H:18]2[CH3:22])[CH:7]=[CH:6][C:3]=1[C:4]#[N:5], predict the reactants needed to synthesize it. The reactants are: [Cl:1][C:2]1[C:9]([CH2:10][OH:11])=[C:8](F)[CH:7]=[CH:6][C:3]=1[C:4]#[N:5].[OH:13][C:14]([C@H:17]1[CH2:21][CH2:20][NH:19][C@H:18]1[CH3:22])([CH3:16])[CH3:15].C(=O)([O-])[O-].[Li+].[Li+].O. (2) Given the product [CH3:42][C:35]1[CH:40]=[CH:39][C:38]([S:41][C:7]2[C:20]3[C:19](=[O:21])[C:18]4[C:13](=[C:14]([S:41][C:38]5[CH:39]=[CH:40][C:35]([CH3:42])=[CH:36][CH:37]=5)[CH:15]=[CH:16][CH:17]=4)[C:12](=[O:30])[C:11]=3[CH:10]=[CH:9][CH:8]=2)=[CH:37][CH:36]=1, predict the reactants needed to synthesize it. The reactants are: BrC1C=CC(O[C:7]2[C:20]3[C:19](=[O:21])[C:18]4[C:13](=[C:14](OC5C=CC(Br)=CC=5)[CH:15]=[CH:16][CH:17]=4)[C:12](=[O:30])[C:11]=3[CH:10]=[CH:9][CH:8]=2)=CC=1.[OH-].[K+].[C:35]1([CH3:42])[CH:40]=[CH:39][C:38]([SH:41])=[CH:37][CH:36]=1. (3) The reactants are: Cl.Cl.Cl.[S:4]1[C:12]2[CH:11]=[CH:10][N:9]=[C:8]([N:13]3[CH2:18][CH2:17][N:16]([CH2:19][CH2:20][C@H:21]4[CH2:26][CH2:25][C@H:24]([NH2:27])[CH2:23][CH2:22]4)[CH2:15][CH2:14]3)[C:7]=2[CH:6]=[CH:5]1.[CH3:28][O:29][CH2:30][C:31](O)=[O:32]. Given the product [CH3:28][O:29][CH2:30][C:31]([NH:27][C@H:24]1[CH2:25][CH2:26][C@H:21]([CH2:20][CH2:19][N:16]2[CH2:17][CH2:18][N:13]([C:8]3[C:7]4[CH:6]=[CH:5][S:4][C:12]=4[CH:11]=[CH:10][N:9]=3)[CH2:14][CH2:15]2)[CH2:22][CH2:23]1)=[O:32], predict the reactants needed to synthesize it. (4) Given the product [CH2:32]1[CH2:31][CH:30]=[C:29]([C:27]([C:23]2[C:18]([O:17][CH3:16])=[N:19][CH:20]=[CH:21][CH:22]=2)=[O:28])[CH2:33]1, predict the reactants needed to synthesize it. The reactants are: BrC1C(C)=CC(C)=CC=1C.[Li]C(C)(C)C.[CH3:16][O:17][C:18]1[CH:23]=[CH:22][CH:21]=[CH:20][N:19]=1.CON(C)[C:27]([CH:29]1[CH2:33][CH:32]=[CH:31][CH2:30]1)=[O:28]. (5) Given the product [CH3:13][O:10][C:9]([C:5]1[C:4]([N+:1]([O-:3])=[O:2])=[CH:8][NH:7][N:6]=1)=[O:11], predict the reactants needed to synthesize it. The reactants are: [N+:1]([C:4]1[C:5]([C:9]([OH:11])=[O:10])=[N:6][NH:7][CH:8]=1)([O-:3])=[O:2].Cl.[CH3:13]N(C)CCCN=C=NCC.CO.